This data is from Full USPTO retrosynthesis dataset with 1.9M reactions from patents (1976-2016). The task is: Predict the reactants needed to synthesize the given product. (1) Given the product [F:24][CH:2]([F:1])[C:3]1[N:8]2[N:9]=[CH:10][C:11]([C:12]#[C:13][C:26]3[CH:31]=[CH:30][C:29]([S:32]([NH:35][CH2:36][CH2:37][N:38]([CH3:40])[CH3:39])(=[O:34])=[O:33])=[CH:28][CH:27]=3)=[C:7]2[N:6]=[C:5]([C:14]2[CH:19]=[CH:18][C:17]([C:20]([F:23])([F:22])[F:21])=[CH:16][CH:15]=2)[CH:4]=1, predict the reactants needed to synthesize it. The reactants are: [F:1][CH:2]([F:24])[C:3]1[N:8]2[N:9]=[CH:10][C:11]([C:12]#[CH:13])=[C:7]2[N:6]=[C:5]([C:14]2[CH:19]=[CH:18][C:17]([C:20]([F:23])([F:22])[F:21])=[CH:16][CH:15]=2)[CH:4]=1.Br[C:26]1[CH:31]=[CH:30][C:29]([S:32]([NH:35][CH2:36][CH2:37][N:38]([CH3:40])[CH3:39])(=[O:34])=[O:33])=[CH:28][CH:27]=1. (2) Given the product [Cl:35][C:25]1[CH:26]=[C:27]([C:28]2[N:30]=[C:12]([C:10]3[S:11][C:7]([CH2:6][N:3]([CH2:1][CH3:2])[CH2:4][CH3:5])=[C:8]([CH3:15])[CH:9]=3)[O:14][N:29]=2)[CH:32]=[C:33]([CH3:34])[C:24]=1[O:23][CH2:22][C@@H:20]([OH:21])[CH2:19][OH:18], predict the reactants needed to synthesize it. The reactants are: [CH2:1]([N:3]([CH2:6][C:7]1[S:11][C:10]([C:12]([OH:14])=O)=[CH:9][C:8]=1[CH3:15])[CH2:4][CH3:5])[CH3:2].CC1(C)[O:21][C@H:20]([CH2:22][O:23][C:24]2[C:33]([CH3:34])=[CH:32][C:27]([C:28]([NH:30]O)=[NH:29])=[CH:26][C:25]=2[Cl:35])[CH2:19][O:18]1. (3) Given the product [ClH:31].[NH2:8][C@H:9]([C:17]([O:19][CH2:20][C:21]12[CH2:30][CH:25]3[CH2:24][CH:23]([CH2:29][CH:27]([CH2:26]3)[CH2:28]1)[CH2:22]2)=[O:18])[CH2:10][C:11]1[CH:12]=[CH:13][CH:14]=[CH:15][CH:16]=1, predict the reactants needed to synthesize it. The reactants are: C(OC([NH:8][C@H:9]([C:17]([O:19][CH2:20][C:21]12[CH2:30][CH:25]3[CH2:26][CH:27]([CH2:29][CH:23]([CH2:24]3)[CH2:22]1)[CH2:28]2)=[O:18])[CH2:10][C:11]1[CH:16]=[CH:15][CH:14]=[CH:13][CH:12]=1)=O)(C)(C)C.[ClH:31]. (4) Given the product [F:17][C:12]1[CH:11]=[C:10]([C:9]2[C:8](=[O:18])[N:7]3[CH:19]=[CH:20][S:21][C:6]3=[N:5][C:4]=2[CH:2]([NH:1][C:23]2[N:31]=[CH:30][N:29]=[C:28]3[C:24]=2[N:25]=[CH:26][NH:27]3)[CH3:3])[CH:15]=[C:14]([F:16])[CH:13]=1, predict the reactants needed to synthesize it. The reactants are: [NH2:1][CH:2]([C:4]1[N:5]=[C:6]2[S:21][CH:20]=[CH:19][N:7]2[C:8](=[O:18])[C:9]=1[C:10]1[CH:15]=[C:14]([F:16])[CH:13]=[C:12]([F:17])[CH:11]=1)[CH3:3].Br[C:23]1[N:31]=[CH:30][N:29]=[C:28]2[C:24]=1[N:25]=[CH:26][NH:27]2.C(N(CC)C(C)C)(C)C.